Dataset: Forward reaction prediction with 1.9M reactions from USPTO patents (1976-2016). Task: Predict the product of the given reaction. (1) The product is: [CH:23]1([NH:22][C:20]2[CH:19]=[C:18]([C:27]3[CH:28]=[CH:29][CH:30]=[CH:31][CH:32]=3)[N:17]=[C:16]([NH:15][C:12]3[CH:11]=[CH:10][C:9]([C:5]4([C:3]([OH:4])=[O:2])[CH2:6][CH2:7][CH2:8]4)=[CH:14][CH:13]=3)[N:21]=2)[CH2:26][CH2:25][CH2:24]1. Given the reactants C[O:2][C:3]([C:5]1([C:9]2[CH:14]=[CH:13][C:12]([NH:15][C:16]3[N:21]=[C:20]([NH:22][CH:23]4[CH2:26][CH2:25][CH2:24]4)[CH:19]=[C:18]([C:27]4[CH:32]=[CH:31][CH:30]=[CH:29][CH:28]=4)[N:17]=3)=[CH:11][CH:10]=2)[CH2:8][CH2:7][CH2:6]1)=[O:4].[OH-].[Na+], predict the reaction product. (2) The product is: [Br:1][C:2]1[CH:3]=[CH:4][C:5]([CH2:8][N:27]([S:24]([C:18]2[CH:19]=[C:20]([Br:23])[CH:21]=[CH:22][C:17]=2[Br:16])(=[O:26])=[O:25])[C@@H:28]2[CH2:32][CH2:31][N:30]([C:33]([O:35][C:36]([CH3:39])([CH3:38])[CH3:37])=[O:34])[CH2:29]2)=[CH:6][CH:7]=1. Given the reactants [Br:1][C:2]1[CH:7]=[CH:6][C:5]([CH2:8]Br)=[CH:4][CH:3]=1.C([O-])([O-])=O.[K+].[K+].[Br:16][C:17]1[CH:22]=[CH:21][C:20]([Br:23])=[CH:19][C:18]=1[S:24]([NH:27][C@@H:28]1[CH2:32][CH2:31][N:30]([C:33]([O:35][C:36]([CH3:39])([CH3:38])[CH3:37])=[O:34])[CH2:29]1)(=[O:26])=[O:25].C(O)C(N)(CO)CO, predict the reaction product. (3) The product is: [F:17][C:12]1[CH:13]=[CH:14][CH:15]=[CH:16][C:11]=1[C:10]1[C:4]2[C:5](=[CH:6][N:7]=[C:2]([C:34]3[N:30]([CH:25]4[CH2:26][CH2:27][CH2:28][CH2:29][O:24]4)[CH:31]=[N:32][CH:33]=3)[CH:3]=2)[N:8]([CH:18]2[CH2:23][CH2:22][CH2:21][CH2:20][O:19]2)[N:9]=1. Given the reactants Br[C:2]1[CH:3]=[C:4]2[C:10]([C:11]3[CH:16]=[CH:15][CH:14]=[CH:13][C:12]=3[F:17])=[N:9][N:8]([CH:18]3[CH2:23][CH2:22][CH2:21][CH2:20][O:19]3)[C:5]2=[CH:6][N:7]=1.[O:24]1[CH2:29][CH2:28][CH2:27][CH2:26][CH:25]1[N:30]1[C:34](B2OC(C)(C)C(C)(C)O2)=[CH:33][N:32]=[CH:31]1.[F-].[Cs+].CN(C=O)C, predict the reaction product. (4) Given the reactants Cl[C:2]1[CH:7]=[CH:6][N:5]=[C:4]2[CH:8]=[C:9]([C:11]3[N:12]([CH3:16])[CH:13]=[CH:14][N:15]=3)[S:10][C:3]=12.[CH3:17][NH:18][C:19]([C:21]1[C:29]2[C:24](=[CH:25][C:26]([OH:30])=[CH:27][CH:28]=2)[N:23]([CH3:31])[C:22]=1[C:32]([F:35])([F:34])[F:33])=[O:20].C([O-])([O-])=O.[Cs+].[Cs+], predict the reaction product. The product is: [CH3:17][NH:18][C:19]([C:21]1[C:29]2[C:24](=[CH:25][C:26]([O:30][C:2]3[CH:7]=[CH:6][N:5]=[C:4]4[CH:8]=[C:9]([C:11]5[N:12]([CH3:16])[CH:13]=[CH:14][N:15]=5)[S:10][C:3]=34)=[CH:27][CH:28]=2)[N:23]([CH3:31])[C:22]=1[C:32]([F:35])([F:33])[F:34])=[O:20]. (5) Given the reactants [NH2:1][C:2]1[N:11]=[CH:10][C:9]2[C:8](SC)=[N:7][CH:6]=[N:5][C:4]=2[CH:3]=1.[F:14][C:15]([F:25])([F:24])[C:16]1[CH:23]=[CH:22][C:19]([CH2:20][NH2:21])=[CH:18][CH:17]=1, predict the reaction product. The product is: [NH2:1][C:2]1[N:11]=[CH:10][C:9]2[C:8]([NH:21][CH2:20][C:19]3[CH:18]=[CH:17][C:16]([C:15]([F:14])([F:24])[F:25])=[CH:23][CH:22]=3)=[N:7][CH:6]=[N:5][C:4]=2[CH:3]=1.